From a dataset of Forward reaction prediction with 1.9M reactions from USPTO patents (1976-2016). Predict the product of the given reaction. (1) Given the reactants [NH2:1][C:2]1[CH:33]=[CH:32][C:5]([CH2:6][C@H:7]([C:25]([O:27][C:28]([CH3:31])([CH3:30])[CH3:29])=[O:26])[CH2:8][C@@H:9]([C:18]([O:20][C:21]([CH3:24])([CH3:23])[CH3:22])=[O:19])[NH:10][C:11]([O:13][C:14]([CH3:17])([CH3:16])[CH3:15])=[O:12])=[CH:4][CH:3]=1.C(=O)([O-])[O-].[K+].[K+].[C:40]1([CH3:64])[CH:45]=[CH:44][C:43]([S:46]([O:49][CH2:50][CH2:51][CH2:52]OS(C2C=CC(C)=CC=2)(=O)=O)(=[O:48])=[O:47])=[CH:42][CH:41]=1, predict the reaction product. The product is: [C:14]([O:13][C:11]([NH:10][C@H:9]([C:18]([O:20][C:21]([CH3:22])([CH3:23])[CH3:24])=[O:19])[CH2:8][C@H:7]([CH2:6][C:5]1[CH:4]=[CH:3][C:2]([NH:1][CH2:52][CH2:51][CH2:50][O:49][S:46]([C:43]2[CH:42]=[CH:41][C:40]([CH3:64])=[CH:45][CH:44]=2)(=[O:47])=[O:48])=[CH:33][CH:32]=1)[C:25]([O:27][C:28]([CH3:31])([CH3:30])[CH3:29])=[O:26])=[O:12])([CH3:15])([CH3:16])[CH3:17]. (2) Given the reactants [CH3:1]/[CH:2]=[C:3]1/[C:4]([CH2:6][C@H:7]2[C@@H:12]3[CH2:13][CH2:14][C:15]4[C@@:21]([CH3:22])([C@H:11]3[CH2:10][CH2:9][C@:8]/12[CH3:23])[CH2:20][CH2:19][C:17](=[O:18])[CH:16]=4)=[O:5].C1(C)C=CC(S(O)(=O)=O)=CC=1, predict the reaction product. The product is: [CH3:1]/[CH:2]=[C:3]1\[C:4]([CH2:6][C@H:7]2[C@@H:12]3[CH2:13][CH2:14][C:15]4[C@@:21]([CH3:22])([C@H:11]3[CH2:10][CH2:9][C@:8]\12[CH3:23])[CH2:20][CH2:19][C:17](=[O:18])[CH:16]=4)=[O:5]. (3) Given the reactants [CH3:1][C:2]1([CH3:19])[C:6]2([CH2:10][CH2:9][N:8](C(OC(C)(C)C)=O)[CH2:7]2)[O:5][C:4](=[O:18])[CH2:3]1.[ClH:20], predict the reaction product. The product is: [ClH:20].[CH3:1][C:2]1([CH3:19])[C:6]2([CH2:10][CH2:9][NH:8][CH2:7]2)[O:5][C:4](=[O:18])[CH2:3]1. (4) Given the reactants C[C:2]([CH3:5])([O-:4])C.[K+].[F:7][C:8]([F:31])([F:30])[C:9]1[CH:14]=[CH:13][C:12]([C:15]([C:20]2[CH:25]=[CH:24][C:23]([C:26]([F:29])([F:28])[F:27])=[CH:22][CH:21]=2)=[C:16]([CH3:19])C=O)=[CH:11][CH:10]=1.[Cl-].[NH4+].[CH2:34]1C[O:37][CH2:36][CH2:35]1, predict the reaction product. The product is: [F:7][C:8]([F:30])([F:31])[C:9]1[CH:10]=[CH:11][C:12]([C:15]([C:20]2[CH:25]=[CH:24][C:23]([C:26]([F:29])([F:28])[F:27])=[CH:22][CH:21]=2)=[C:16]([CH3:19])/[CH:34]=[CH:35]/[C:36]([O:4][CH2:2][CH3:5])=[O:37])=[CH:13][CH:14]=1. (5) Given the reactants [Br:1][C:2]1[CH:19]=[CH:18][C:5]2[C:6]([C:9]([C:11]3[CH:16]=[CH:15][C:14]([Cl:17])=[CH:13][CH:12]=3)=[CH2:10])=[N:7][S:8][C:4]=2[CH:3]=1.[CH2:20]([NH2:23])[CH:21]=[CH2:22], predict the reaction product. The product is: [Br:1][C:2]1[CH:19]=[CH:18][C:5]2[C:6]([CH:9]([C:11]3[CH:12]=[CH:13][C:14]([Cl:17])=[CH:15][CH:16]=3)[CH2:10][NH:23][CH2:20][CH:21]=[CH2:22])=[N:7][S:8][C:4]=2[CH:3]=1. (6) Given the reactants [Cl:1][C:2]1[N:10]=[C:9]2[C:5]([NH:6][CH:7]=[N:8]2)=[C:4]([Cl:11])[N:3]=1.O[C@@H:13]1[CH2:17][CH2:16][N:15]([C:18]([O:20][C:21]([CH3:24])([CH3:23])[CH3:22])=[O:19])[CH2:14]1.C1(P(C2C=CC=CC=2)C2C=CC=CC=2)C=CC=CC=1.N(C(OC(C)C)=O)=NC(OC(C)C)=O, predict the reaction product. The product is: [Cl:1][C:2]1[N:10]=[C:9]2[C:5]([N:6]=[CH:7][N:8]2[C@H:17]2[CH2:13][CH2:14][N:15]([C:18]([O:20][C:21]([CH3:24])([CH3:23])[CH3:22])=[O:19])[CH2:16]2)=[C:4]([Cl:11])[N:3]=1. (7) Given the reactants [CH3:1][C:2]1[CH:3]=[N:4][CH:5]=[CH:6][C:7]=1[NH:8][C:9](=[O:15])[O:10][C:11]([CH3:14])([CH3:13])[CH3:12].C([Li])CCC.[F:21][C:22]1[N:29]=[CH:28][CH:27]=[CH:26][C:23]=1[CH:24]=[O:25], predict the reaction product. The product is: [F:21][C:22]1[C:23]([CH:24]([OH:25])[CH2:1][C:2]2[CH:3]=[N:4][CH:5]=[CH:6][C:7]=2[NH:8][C:9](=[O:15])[O:10][C:11]([CH3:12])([CH3:14])[CH3:13])=[CH:26][CH:27]=[CH:28][N:29]=1. (8) Given the reactants [CH2:1]([NH:8][C:9]([C:11]1[C:12]([NH:20][CH2:21][C:22]2[CH:27]=[CH:26][C:25]([O:28][CH3:29])=[C:24]([Cl:30])[CH:23]=2)=[N:13][C:14](S(C)=O)=[N:15][CH:16]=1)=[O:10])[C:2]1[CH:7]=[CH:6][CH:5]=[CH:4][CH:3]=1.CCN(C(C)C)C(C)C.Cl.[O:41]=[C:42]1[CH2:48][CH:47]2[NH:49][CH:44]([CH2:45][CH2:46]2)[CH2:43]1.O, predict the reaction product. The product is: [CH2:1]([NH:8][C:9]([C:11]1[C:12]([NH:20][CH2:21][C:22]2[CH:27]=[CH:26][C:25]([O:28][CH3:29])=[C:24]([Cl:30])[CH:23]=2)=[N:13][C:14]([N:49]2[CH:44]3[CH2:45][CH2:46][CH:47]2[CH2:48][C:42](=[O:41])[CH2:43]3)=[N:15][CH:16]=1)=[O:10])[C:2]1[CH:7]=[CH:6][CH:5]=[CH:4][CH:3]=1.